This data is from Forward reaction prediction with 1.9M reactions from USPTO patents (1976-2016). The task is: Predict the product of the given reaction. (1) Given the reactants Cl[C:2]1[N:10]=[CH:9][C:8]([F:11])=[CH:7][C:3]=1[C:4]([OH:6])=[O:5].[Br:12][C:13]1[CH:14]=[C:15]([CH:17]=[C:18]([CH3:20])[CH:19]=1)[NH2:16], predict the reaction product. The product is: [Br:12][C:13]1[CH:14]=[C:15]([NH:16][C:2]2[N:10]=[CH:9][C:8]([F:11])=[CH:7][C:3]=2[C:4]([OH:6])=[O:5])[CH:17]=[C:18]([CH3:20])[CH:19]=1. (2) Given the reactants [H-].[Na+].[N:3]1[CH:8]=[CH:7][C:6]([C:9]2[CH:10]=[CH:11][C:12](=[O:15])[NH:13][N:14]=2)=[CH:5][CH:4]=1.Br[CH2:17][C:18]1[CH:19]=[C:20]2[C:24](=[CH:25][CH:26]=1)[N:23]([C:27]([O:29][C:30]([CH3:33])([CH3:32])[CH3:31])=[O:28])[N:22]=[C:21]2[C:34]1[N:35]=[N:36][N:37]([C:39]2[CH:44]=[CH:43][C:42]([C:45]([O:47][CH3:48])=[O:46])=[CH:41][CH:40]=2)[CH:38]=1.C([O-])(O)=O.[Na+], predict the reaction product. The product is: [CH3:48][O:47][C:45]([C:42]1[CH:43]=[CH:44][C:39]([N:37]2[CH:38]=[C:34]([C:21]3[C:20]4[C:24](=[CH:25][CH:26]=[C:18]([CH2:17][N:13]5[C:12](=[O:15])[CH:11]=[CH:10][C:9]([C:6]6[CH:7]=[CH:8][N:3]=[CH:4][CH:5]=6)=[N:14]5)[CH:19]=4)[N:23]([C:27]([O:29][C:30]([CH3:33])([CH3:32])[CH3:31])=[O:28])[N:22]=3)[N:35]=[N:36]2)=[CH:40][CH:41]=1)=[O:46]. (3) Given the reactants [CH2:1]([O:8][C:9]1[CH:16]=[CH:15][C:12]([CH:13]=O)=[C:11]([OH:17])[CH:10]=1)[C:2]1[CH:7]=[CH:6][CH:5]=[CH:4][CH:3]=1.C([BH3-])#N.[Na+].CN(C1C=CC(N=NC2C=CC(S(O)(=O)=O)=CC=2)=CC=1)C.Cl, predict the reaction product. The product is: [CH2:1]([O:8][C:9]1[CH:16]=[CH:15][C:12]([CH3:13])=[C:11]([OH:17])[CH:10]=1)[C:2]1[CH:3]=[CH:4][CH:5]=[CH:6][CH:7]=1. (4) Given the reactants [F:1][C:2]1[C:7]([C:8]2[CH:13]=[C:12]([C:14]3([C:22]4[CH:27]=[CH:26][C:25]([O:28]C)=[CH:24][CH:23]=4)[NH:18][C:17](=[S:19])[N:16]([CH3:20])[C:15]3=[O:21])[CH:11]=[CH:10][N:9]=2)=[CH:6][CH:5]=[CH:4][N:3]=1.B(Br)(Br)Br, predict the reaction product. The product is: [F:1][C:2]1[C:7]([C:8]2[CH:13]=[C:12]([C:14]3([C:22]4[CH:27]=[CH:26][C:25]([OH:28])=[CH:24][CH:23]=4)[NH:18][C:17](=[S:19])[N:16]([CH3:20])[C:15]3=[O:21])[CH:11]=[CH:10][N:9]=2)=[CH:6][CH:5]=[CH:4][N:3]=1. (5) Given the reactants [CH3:1][O:2][C:3](=[O:37])[CH:4]([O:32][C:33]([CH3:36])([CH3:35])[CH3:34])[C:5]1[C:10]([CH3:11])=[CH:9][CH:8]=[C:7](OS(C(F)(F)F)(=O)=O)[C:6]=1[C:20]1[C:21]([CH3:31])=[C:22]2[C:27](=[C:28]([F:30])[CH:29]=1)[O:26][CH2:25][CH2:24][CH2:23]2.[CH:38]1([B-](F)(F)F)[CH2:40][CH2:39]1.[K+].O.[O-]P([O-])([O-])=O.[K+].[K+].[K+].C1(P(C2CCCCC2)C2C=CC=CC=2C2C(OC(C)C)=CC=CC=2OC(C)C)CCCCC1, predict the reaction product. The product is: [CH3:1][O:2][C:3](=[O:37])[CH:4]([O:32][C:33]([CH3:34])([CH3:35])[CH3:36])[C:5]1[C:10]([CH3:11])=[CH:9][CH:8]=[C:7]([CH:38]2[CH2:40][CH2:39]2)[C:6]=1[C:20]1[C:21]([CH3:31])=[C:22]2[C:27](=[C:28]([F:30])[CH:29]=1)[O:26][CH2:25][CH2:24][CH2:23]2. (6) The product is: [NH2:1][C:4]1[CH:5]=[C:6]([C:10]2[CH:20]=[CH:19][C:13]([C:14]([O:16][CH2:17][CH3:18])=[O:15])=[CH:12][CH:11]=2)[CH:7]=[CH:8][CH:9]=1. Given the reactants [N+:1]([C:4]1[CH:5]=[C:6]([C:10]2[CH:20]=[CH:19][C:13]([C:14]([O:16][CH2:17][CH3:18])=[O:15])=[CH:12][CH:11]=2)[CH:7]=[CH:8][CH:9]=1)([O-])=O, predict the reaction product. (7) Given the reactants C[N:2](C)/[CH:3]=[CH:4]/[C:5]([C:7]1[C:12](=[O:13])[CH:11]=[CH:10][N:9]([C:14]2[CH:19]=[CH:18][CH:17]=[CH:16][CH:15]=2)[N:8]=1)=O.[Cl:21][C:22]1[CH:27]=[CH:26][C:25]([Cl:28])=[CH:24][C:23]=1[NH:29]N, predict the reaction product. The product is: [Cl:21][C:22]1[CH:27]=[CH:26][C:25]([Cl:28])=[CH:24][C:23]=1[N:29]1[C:5]([C:7]2[C:12](=[O:13])[CH:11]=[CH:10][N:9]([C:14]3[CH:19]=[CH:18][CH:17]=[CH:16][CH:15]=3)[N:8]=2)=[CH:4][CH:3]=[N:2]1.